Dataset: Catalyst prediction with 721,799 reactions and 888 catalyst types from USPTO. Task: Predict which catalyst facilitates the given reaction. (1) Reactant: [CH3:1][O:2][C:3](=[O:32])[NH:4][CH:5]([C:9]([N:11]1[CH2:15][CH2:14][CH2:13][CH:12]1[C:16](=[O:31])[NH:17][C:18]1[CH:19]=[C:20]([C:24]2[CH:29]=[CH:28][C:27](Cl)=[CH:26][CH:25]=2)[CH:21]=[CH:22][CH:23]=1)=[O:10])[CH:6]([CH3:8])[CH3:7].[B:33]1([B:33]2[O:37][C:36]([CH3:39])([CH3:38])[C:35]([CH3:41])([CH3:40])[O:34]2)[O:37][C:36]([CH3:39])([CH3:38])[C:35]([CH3:41])([CH3:40])[O:34]1.C1(P(C2CCCCC2)C2CCCCC2)CCCCC1.C([O-])(=O)C.[K+]. Product: [CH3:1][O:2][C:3](=[O:32])[NH:4][CH:5]([C:9]([N:11]1[CH2:15][CH2:14][CH2:13][CH:12]1[C:16](=[O:31])[NH:17][C:18]1[CH:19]=[C:20]([C:24]2[CH:29]=[CH:28][C:27]([B:33]3[O:37][C:36]([CH3:39])([CH3:38])[C:35]([CH3:41])([CH3:40])[O:34]3)=[CH:26][CH:25]=2)[CH:21]=[CH:22][CH:23]=1)=[O:10])[CH:6]([CH3:8])[CH3:7]. The catalyst class is: 62. (2) Reactant: C(N(C(C)C)CC)(C)C.FC(F)(F)C(O)=O.[CH3:17][O:18][C:19](=[O:38])[CH2:20][C:21]1[CH:30]=[C:29]([CH:31]2[CH2:36][CH2:35][NH:34][CH2:33][CH2:32]2)[C:28]2[C:23](=[CH:24][CH:25]=[C:26]([F:37])[CH:27]=2)[CH:22]=1.[F:39][C:40]([F:56])([F:55])[C:41]1[CH:42]=[C:43]([S:51](Cl)(=[O:53])=[O:52])[CH:44]=[C:45]([C:47]([F:50])([F:49])[F:48])[CH:46]=1. Product: [CH3:17][O:18][C:19](=[O:38])[CH2:20][C:21]1[CH:30]=[C:29]([CH:31]2[CH2:36][CH2:35][N:34]([S:51]([C:43]3[CH:44]=[C:45]([C:47]([F:48])([F:49])[F:50])[CH:46]=[C:41]([C:40]([F:39])([F:55])[F:56])[CH:42]=3)(=[O:53])=[O:52])[CH2:33][CH2:32]2)[C:28]2[C:23](=[CH:24][CH:25]=[C:26]([F:37])[CH:27]=2)[CH:22]=1. The catalyst class is: 7. (3) Reactant: [NH:1]1[C:5]2[CH:6]=[CH:7][CH:8]=[CH:9][C:4]=2[N:3]=[N:2]1.[CH:10]1([NH2:15])[CH2:14][CH2:13][CH2:12]C1.[CH2:16]=O. Product: [N:1]1([CH2:16][NH:15][CH:10]2[CH2:12][CH2:13][CH2:14]2)[C:5]2[CH:6]=[CH:7][CH:8]=[CH:9][C:4]=2[N:3]=[N:2]1. The catalyst class is: 28. (4) Product: [CH:1]([N:4]1[C:8]([C@H:9]2[CH2:13][O:12][CH2:11][C@H:10]2[C:14]([O:16][CH2:17][CH3:18])=[O:15])=[CH:7][CH:6]=[N:5]1)([CH3:3])[CH3:2]. Reactant: [CH:1]([N:4]1[C:8]([C:9]2[CH2:13][O:12][CH2:11][C:10]=2[C:14]([O:16][CH2:17][CH3:18])=[O:15])=[CH:7][CH:6]=[N:5]1)([CH3:3])[CH3:2]. The catalyst class is: 50. (5) Reactant: [CH3:1][O:2][C:3]1[CH:15]=[C:14]([O:16][CH3:17])[CH:13]=[CH:12][C:4]=1[CH2:5][NH:6][C:7]1[S:8][CH:9]=[CH:10][N:11]=1.C[Si]([N-][Si](C)(C)C)(C)C.[Li+].[Cl:28][C:29]1[C:38]2[C:33](=[CH:34][C:35]([S:39](Cl)(=[O:41])=[O:40])=[CH:36][CH:37]=2)[CH:32]=[CH:31][N:30]=1. Product: [Cl:28][C:29]1[C:38]2[C:33](=[CH:34][C:35]([S:39]([N:6]([CH2:5][C:4]3[CH:12]=[CH:13][C:14]([O:16][CH3:17])=[CH:15][C:3]=3[O:2][CH3:1])[C:7]3[S:8][CH:9]=[CH:10][N:11]=3)(=[O:41])=[O:40])=[CH:36][CH:37]=2)[CH:32]=[CH:31][N:30]=1. The catalyst class is: 1. (6) Reactant: [N:1]([CH2:4][CH2:5][O:6][C@@H:7]([C:21]1[CH:26]=[CH:25][CH:24]=[C:23]([F:27])[C:22]=1[C:28]1[CH:33]=[CH:32][CH:31]=[C:30]([CH3:34])[CH:29]=1)[C@@H:8]1[O:13][CH2:12][CH2:11][N:10]([C:14]([O:16][C:17]([CH3:20])([CH3:19])[CH3:18])=[O:15])[CH2:9]1)=[N+]=[N-].[H][H]. Product: [NH2:1][CH2:4][CH2:5][O:6][C@@H:7]([C:21]1[CH:26]=[CH:25][CH:24]=[C:23]([F:27])[C:22]=1[C:28]1[CH:33]=[CH:32][CH:31]=[C:30]([CH3:34])[CH:29]=1)[C@@H:8]1[O:13][CH2:12][CH2:11][N:10]([C:14]([O:16][C:17]([CH3:20])([CH3:19])[CH3:18])=[O:15])[CH2:9]1. The catalyst class is: 99.